From a dataset of Forward reaction prediction with 1.9M reactions from USPTO patents (1976-2016). Predict the product of the given reaction. (1) Given the reactants [CH2:1]([O:3][C:4]([N:6]1[C:15]2[C:10](=[N:11][C:12]([O:16][CH3:17])=[CH:13][CH:14]=2)[C@@H:9]([C:18]2[N:23]=[C:22]([CH2:24][C:25]3[CH:30]=[C:29]([C:31]([F:34])([F:33])[F:32])[CH:28]=[C:27]([C:35]([F:38])([F:37])[F:36])[CH:26]=3)[C:21](I)=[CH:20][N:19]=2)[CH2:8][C@@:7]1([NH2:42])[CH2:40][CH3:41])=[O:5])[CH3:2].[SH:43][CH2:44][CH2:45][OH:46].C(O)CO.C(=O)([O-])[O-].[K+].[K+], predict the reaction product. The product is: [CH2:1]([O:3][C:4]([N:6]1[C:15]2[C:10](=[N:11][C:12]([O:16][CH3:17])=[CH:13][CH:14]=2)[C@@H:9]([C:18]2[N:23]=[C:22]([CH2:24][C:25]3[CH:30]=[C:29]([C:31]([F:34])([F:33])[F:32])[CH:28]=[C:27]([C:35]([F:38])([F:37])[F:36])[CH:26]=3)[C:21]([S:43][CH2:44][CH2:45][OH:46])=[CH:20][N:19]=2)[CH2:8][C@@:7]1([NH2:42])[CH2:40][CH3:41])=[O:5])[CH3:2]. (2) Given the reactants [C:1]([C:3]1[C:11]2[C:6](=[CH:7][CH:8]=[C:9]([CH2:12][CH2:13][NH:14][C:15](=[O:30])[C:16]3[CH:21]=[CH:20][C:19]([C:22]4[CH:23]=[N:24][C:25]([O:28][CH3:29])=[CH:26][CH:27]=4)=[CH:18][CH:17]=3)[CH:10]=2)[NH:5][CH:4]=1)#[N:2].[H-].[Na+].I[CH3:34], predict the reaction product. The product is: [C:1]([C:3]1[C:11]2[C:6](=[CH:7][CH:8]=[C:9]([CH2:12][CH2:13][NH:14][C:15](=[O:30])[C:16]3[CH:17]=[CH:18][C:19]([C:22]4[CH:23]=[N:24][C:25]([O:28][CH3:29])=[CH:26][CH:27]=4)=[CH:20][CH:21]=3)[CH:10]=2)[N:5]([CH3:34])[CH:4]=1)#[N:2]. (3) The product is: [Cl:28][CH2:14][C:12]1[S:13][C:9]([C:6]2[CH:7]=[CH:8][C:3]([C:2]([F:18])([F:17])[F:1])=[CH:4][CH:5]=2)=[CH:10][C:11]=1[CH3:16]. Given the reactants [F:1][C:2]([F:18])([F:17])[C:3]1[CH:8]=[CH:7][C:6]([C:9]2[S:13][C:12]([CH2:14]O)=[C:11]([CH3:16])[CH:10]=2)=[CH:5][CH:4]=1.C(N(CC)CC)C.S(Cl)([Cl:28])=O, predict the reaction product. (4) Given the reactants [N+:1]([C:4]1[CH:9]=[CH:8][CH:7]=[CH:6][C:5]=1[C:10]1[CH:22]=[CH:21][C:13]([C:14]([O:16][C:17]([CH3:20])([CH3:19])[CH3:18])=[O:15])=[C:12]([NH:23][C:24]([C:26]2[CH:27]=[N:28][CH:29]=[C:30]([C:32]3[CH:37]=[CH:36][CH:35]=[CH:34][CH:33]=3)[CH:31]=2)=[O:25])[CH:11]=1)([O-])=O, predict the reaction product. The product is: [NH2:1][C:4]1[CH:9]=[CH:8][CH:7]=[CH:6][C:5]=1[C:10]1[CH:22]=[CH:21][C:13]([C:14]([O:16][C:17]([CH3:20])([CH3:19])[CH3:18])=[O:15])=[C:12]([NH:23][C:24]([C:26]2[CH:27]=[N:28][CH:29]=[C:30]([C:32]3[CH:33]=[CH:34][CH:35]=[CH:36][CH:37]=3)[CH:31]=2)=[O:25])[CH:11]=1.